Dataset: Retrosynthesis with 50K atom-mapped reactions and 10 reaction types from USPTO. Task: Predict the reactants needed to synthesize the given product. (1) The reactants are: CC(C)(C)[Si](C)(C)OCCCC#C[Si](C)(C)C.CCOC(=O)c1ccc(N)c(I)c1. Given the product CCOC(=O)c1ccc2[nH]c([Si](C)(C)C)c(CCCO[Si](C)(C)C(C)(C)C)c2c1, predict the reactants needed to synthesize it. (2) Given the product COc1ccc(C2(N3CCOCC3)C(=O)Nc3c2ccc(F)c3F)cc1, predict the reactants needed to synthesize it. The reactants are: C1COCCN1.COc1ccc(C2(O)C(=O)Nc3c2ccc(F)c3F)cc1. (3) The reactants are: CCC(Oc1ccc(C)cc1C)C(=O)O.C[C@H]1C=CC2=C[C@@H](C(C)(C)C)C[C@H](O)[C@@H]2[C@@]1(CC[C@@H]1C[C@H](C(C)(C)C)C(O[SiH](C)C)C(=O)O1)O[SiH](C)C. Given the product CCC(Oc1ccc(C)cc1C)C(=O)O[C@H]1C[C@H](C(C)(C)C)C=C2C=C[C@H](C)[C@](CC[C@@H]3C[C@H](C(C)(C)C)C(O[SiH](C)C)C(=O)O3)(O[SiH](C)C)[C@H]21, predict the reactants needed to synthesize it. (4) Given the product N#Cc1cc(Br)c2oc(-c3ccc(NC(=O)CN4CCN(c5ccc(C(F)(F)F)cc5)CC4)cc3)nc2c1, predict the reactants needed to synthesize it. The reactants are: FC(F)(F)c1ccc(N2CCNCC2)cc1.N#Cc1cc(Br)c2oc(-c3ccc(NC(=O)CBr)cc3)nc2c1. (5) Given the product c1ccc(N2CCNCC2)c(COc2ccncc2)c1, predict the reactants needed to synthesize it. The reactants are: Clc1ccncc1.OCc1ccccc1N1CCNCC1. (6) Given the product O=C(c1cccnc1)N1NC(N2CCN(Cc3ccccc3)CC2)=Nc2ncccc21, predict the reactants needed to synthesize it. The reactants are: O=C(Cl)c1cccnc1.c1ccc(CN2CCN(C3=Nc4ncccc4NN3)CC2)cc1.